Predict the reaction yield, written as a fraction of the theoretical maximum amount of product (1.0 means a 100% yield; for example, 0.34 means a 34% yield). From a dataset of Reaction yield outcomes from USPTO patents with 853,638 reactions. The reactants are [Cl:1][C:2]1[CH:7]=[CH:6][C:5]([O:8][CH:9]([F:11])[F:10])=[CH:4][C:3]=1[CH2:12][C:13]#[N:14].[CH2:15]([OH:17])C.C=O.C1CCN2C(=NCCC2)CC1. The catalyst is CO. The product is [Cl:1][C:2]1[CH:7]=[CH:6][C:5]([O:8][CH:9]([F:11])[F:10])=[CH:4][C:3]=1[CH:12]([CH2:15][OH:17])[C:13]#[N:14]. The yield is 0.650.